This data is from Catalyst prediction with 721,799 reactions and 888 catalyst types from USPTO. The task is: Predict which catalyst facilitates the given reaction. (1) Reactant: [F:1][C:2]1[CH:3]=[CH:4][C:5]([N+:16]([O-])=O)=[C:6]([NH:8][C:9]2[C:14]([F:15])=[CH:13][CH:12]=[CH:11][N:10]=2)[CH:7]=1. Product: [F:1][C:2]1[CH:7]=[C:6]([NH:8][C:9]2[C:14]([F:15])=[CH:13][CH:12]=[CH:11][N:10]=2)[C:5]([NH2:16])=[CH:4][CH:3]=1. The catalyst class is: 25. (2) Product: [F:1][C:2]1[CH:3]=[C:4]([CH:32]=[CH:33][C:34]=1[F:35])[CH2:5][O:6][C:7]1[C:12]([C:13]([OH:15])=[O:14])=[CH:11][C:10]([C:17]2[CH:22]=[CH:21][C:20]([Cl:23])=[CH:19][CH:18]=2)=[C:9]([C:24]2[CH:29]=[CH:28][C:27]([Cl:30])=[CH:26][C:25]=2[Cl:31])[N:8]=1. Reactant: [F:1][C:2]1[CH:3]=[C:4]([CH:32]=[CH:33][C:34]=1[F:35])[CH2:5][O:6][C:7]1[C:12]([C:13]([O:15]C)=[O:14])=[CH:11][C:10]([C:17]2[CH:22]=[CH:21][C:20]([Cl:23])=[CH:19][CH:18]=2)=[C:9]([C:24]2[CH:29]=[CH:28][C:27]([Cl:30])=[CH:26][C:25]=2[Cl:31])[N:8]=1.[OH-].[Na+].Cl. The catalyst class is: 24. (3) Reactant: [CH3:1][O:2][N:3]=[C:4]([C:13]1[CH:14]=[N:15][C:16]([NH2:19])=[CH:17][CH:18]=1)[C:5]1[CH:10]=[CH:9][C:8]([O:11][CH3:12])=[CH:7][CH:6]=1.[F:20][C:21]1[CH:22]=[N:23][CH:24]=[C:25]([C:29]=1[CH3:30])[C:26](O)=[O:27].C(Cl)CCl. Product: [F:20][C:21]1[CH:22]=[N:23][CH:24]=[C:25]([C:29]=1[CH3:30])[C:26]([NH:19][C:16]1[CH:17]=[CH:18][C:13]([C:4](=[N:3][O:2][CH3:1])[C:5]2[CH:6]=[CH:7][C:8]([O:11][CH3:12])=[CH:9][CH:10]=2)=[CH:14][N:15]=1)=[O:27]. The catalyst class is: 64. (4) Reactant: [N+:1]([C:4]1[O:8][C:7]([C:9](Cl)=[O:10])=[CH:6][CH:5]=1)([O-:3])=[O:2].[CH2:12]([CH:19]1[CH2:24][CH2:23][N:22]([C:25]2[CH:30]=[CH:29][C:28]([NH2:31])=[CH:27][CH:26]=2)[CH2:21][CH2:20]1)[C:13]1[CH:18]=[CH:17][CH:16]=[CH:15][CH:14]=1.CCN(CC)CC. Product: [CH2:12]([CH:19]1[CH2:20][CH2:21][N:22]([C:25]2[CH:26]=[CH:27][C:28]([NH:31][C:9]([C:7]3[O:8][C:4]([N+:1]([O-:3])=[O:2])=[CH:5][CH:6]=3)=[O:10])=[CH:29][CH:30]=2)[CH2:23][CH2:24]1)[C:13]1[CH:18]=[CH:17][CH:16]=[CH:15][CH:14]=1. The catalyst class is: 2. (5) Product: [CH2:44]([O:41][C@H:11]1[C@H:12]([O:40][CH2:25][C:26]2[CH:31]=[CH:30][CH:29]=[CH:28][CH:27]=2)[C@@H:13]([O:39][CH2:14][C:18]2[CH:23]=[CH:22][CH:21]=[CH:20][CH:19]=2)[C@@:14]([C:18]2[CH:23]=[CH:22][C:21]([Cl:24])=[C:20]([CH2:25][C:26]3[CH:27]=[CH:28][C:29]([O:32][CH2:33][CH2:34][O:35][CH:36]4[CH2:38][CH2:37]4)=[CH:30][CH:31]=3)[CH:19]=2)([O:16][CH3:17])[O:15][C@@H:10]1[CH2:9][O:8][Si:1]([C:4]([CH3:6])([CH3:7])[CH3:5])([CH3:3])[CH3:2])[C:45]1[CH:50]=[CH:49][CH:48]=[CH:47][CH:46]=1. The catalyst class is: 9. Reactant: [Si:1]([O:8][CH2:9][C@H:10]1[O:15][C@:14]([C:18]2[CH:23]=[CH:22][C:21]([Cl:24])=[C:20]([CH2:25][C:26]3[CH:31]=[CH:30][C:29]([O:32][CH2:33][CH2:34][O:35][CH:36]4[CH2:38][CH2:37]4)=[CH:28][CH:27]=3)[CH:19]=2)([O:16][CH3:17])[C@H:13]([OH:39])[C@@H:12]([OH:40])[C@@H:11]1[OH:41])([C:4]([CH3:7])([CH3:6])[CH3:5])([CH3:3])[CH3:2].[H-].[Na+].[CH2:44](Br)[C:45]1[CH:50]=[CH:49][CH:48]=[CH:47][CH:46]=1. (6) Reactant: [Cl:1][C:2]1[CH:27]=[CH:26][C:5]([C:6]([NH:8][C@H:9]([C:20]2[CH:25]=[CH:24][CH:23]=[CH:22][CH:21]=2)[CH2:10][CH2:11][NH:12]C(=O)OC(C)(C)C)=[O:7])=[CH:4][C:3]=1[NH:28][C:29]([C:31]1[C:42](=[O:43])[NH:41][C:34]2[N:35]=[C:36]([O:39][CH3:40])[N:37]=[CH:38][C:33]=2[CH:32]=1)=[O:30].FC(F)(F)C(O)=O. Product: [NH2:12][CH2:11][CH2:10][C@H:9]([NH:8][C:6]([C:5]1[CH:26]=[CH:27][C:2]([Cl:1])=[C:3]([NH:28][C:29]([C:31]2[C:42](=[O:43])[NH:41][C:34]3[N:35]=[C:36]([O:39][CH3:40])[N:37]=[CH:38][C:33]=3[CH:32]=2)=[O:30])[CH:4]=1)=[O:7])[C:20]1[CH:21]=[CH:22][CH:23]=[CH:24][CH:25]=1. The catalyst class is: 4. (7) Reactant: [C:1]([C:5]1[CH:6]=[C:7]([CH:12]=[C:13]([C:17]#[N:18])[C:14]=1[O:15][CH3:16])[C:8]([O:10]C)=[O:9])([CH3:4])([CH3:3])[CH3:2].O1CCCC1.O.[OH-].[Li+].Cl. Product: [C:1]([C:5]1[CH:6]=[C:7]([CH:12]=[C:13]([C:17]#[N:18])[C:14]=1[O:15][CH3:16])[C:8]([OH:10])=[O:9])([CH3:4])([CH3:2])[CH3:3]. The catalyst class is: 24.